This data is from Peptide-MHC class I binding affinity with 185,985 pairs from IEDB/IMGT. The task is: Regression. Given a peptide amino acid sequence and an MHC pseudo amino acid sequence, predict their binding affinity value. This is MHC class I binding data. (1) The peptide sequence is ALSMGINTV. The MHC is HLA-B35:01 with pseudo-sequence HLA-B35:01. The binding affinity (normalized) is 0.0847. (2) The peptide sequence is APKQVAGTGV. The MHC is HLA-B51:01 with pseudo-sequence HLA-B51:01. The binding affinity (normalized) is 0. (3) The peptide sequence is RKGKVIGLY. The MHC is HLA-A30:02 with pseudo-sequence HLA-A30:02. The binding affinity (normalized) is 0.788.